Dataset: Forward reaction prediction with 1.9M reactions from USPTO patents (1976-2016). Task: Predict the product of the given reaction. (1) Given the reactants C([O:8][C:9]1[CH:14]=[CH:13][C:12]([CH2:15][CH:16]([CH2:22][CH2:23][CH3:24])[C:17]([O:19][CH2:20][CH3:21])=[O:18])=[CH:11][CH:10]=1)C1C=CC=CC=1, predict the reaction product. The product is: [OH:8][C:9]1[CH:10]=[CH:11][C:12]([CH2:15][CH:16]([CH2:22][CH2:23][CH3:24])[C:17]([O:19][CH2:20][CH3:21])=[O:18])=[CH:13][CH:14]=1. (2) The product is: [Cl:1][C:2]1[CH:27]=[C:26]([Cl:28])[CH:25]=[CH:24][C:3]=1[O:4][C:5]1[CH:10]=[CH:9][CH:8]=[CH:7][C:6]=1[NH:11][S:12]([C:15]1[CH:23]=[CH:22][C:18]([C:19]([N:42]2[CH2:43][CH2:44][CH:39]([C:37]([N:34]3[CH2:35][CH2:36][N:31]([CH3:30])[CH2:32][CH2:33]3)=[O:38])[CH2:40][CH2:41]2)=[O:21])=[CH:17][CH:16]=1)(=[O:14])=[O:13]. Given the reactants [Cl:1][C:2]1[CH:27]=[C:26]([Cl:28])[CH:25]=[CH:24][C:3]=1[O:4][C:5]1[CH:10]=[CH:9][CH:8]=[CH:7][C:6]=1[NH:11][S:12]([C:15]1[CH:23]=[CH:22][C:18]([C:19]([OH:21])=O)=[CH:17][CH:16]=1)(=[O:14])=[O:13].Cl.[CH3:30][N:31]1[CH2:36][CH2:35][N:34]([C:37]([CH:39]2[CH2:44][CH2:43][NH:42][CH2:41][CH2:40]2)=[O:38])[CH2:33][CH2:32]1, predict the reaction product. (3) Given the reactants [CH3:1][C:2]1[CH:31]=[CH:30][CH:29]=[C:28]([CH3:32])[C:3]=1[CH2:4][NH:5][C:6]1[CH:7]=[C:8]2[C:13](=[CH:14][C:15]=1[Cl:16])[N:12]=[C:11]([N:17]1[CH:21]=[C:20]([C:22]([O:24]CC)=[O:23])[CH:19]=[N:18]1)[NH:10][C:9]2=O.[NH:33]1[CH2:37][CH2:36][CH2:35][CH2:34]1, predict the reaction product. The product is: [CH3:32][C:28]1[CH:29]=[CH:30][CH:31]=[C:2]([CH3:1])[C:3]=1[CH2:4][NH:5][C:6]1[CH:7]=[C:8]2[C:13](=[CH:14][C:15]=1[Cl:16])[N:12]=[C:11]([N:17]1[CH:21]=[C:20]([C:22]([OH:24])=[O:23])[CH:19]=[N:18]1)[N:10]=[C:9]2[N:33]1[CH2:37][CH2:36][CH2:35][CH2:34]1. (4) Given the reactants [OH-:1].[Na+].[CH2:3](Cl)[C:4]1[CH:12]=[CH:11][C:10]2[O:9][CH2:8][O:7][C:6]=2[CH:5]=1.Cl.[CH3:15][NH:16][O:17][CH3:18], predict the reaction product. The product is: [CH3:18][O:17][N:16]([CH3:15])[C:3]([C:4]1[CH:12]=[CH:11][C:10]2[O:9][CH2:8][O:7][C:6]=2[CH:5]=1)=[O:1].